Dataset: Reaction yield outcomes from USPTO patents with 853,638 reactions. Task: Predict the reaction yield, written as a fraction of the theoretical maximum amount of product (1.0 means a 100% yield; for example, 0.34 means a 34% yield). (1) The reactants are [Br:1][CH2:2][C:3]1[C:4]([CH3:10])=[N:5][N:6]([CH3:9])[N+:7]=1[O-].P(Cl)(Cl)Cl. The catalyst is C(Cl)(Cl)(Cl)Cl. The product is [Br:1][CH2:2][C:3]1[C:4]([CH3:10])=[N:5][N:6]([CH3:9])[N:7]=1. The yield is 0.330. (2) The catalyst is CC#N.CN(C=O)C. The reactants are [CH3:1][N:2]1[C:6]([C:7]2[CH:8]=[N:9][CH:10]=[CH:11][CH:12]=2)=[N:5][NH:4][C:3]1=[S:13].C([O-])([O-])=O.[K+].[K+].Cl[CH2:21][C:22]([O:24][CH3:25])=[O:23]. The product is [CH3:1][N:2]1[C:6]([C:7]2[CH:8]=[N:9][CH:10]=[CH:11][CH:12]=2)=[N:5][N:4]=[C:3]1[S:13][CH2:21][C:22]([O:24][CH3:25])=[O:23]. The yield is 0.910. (3) The reactants are C[O:2][C:3]1[CH:8]=[C:7]([C:9]2[N:10]=[N:11][C:12]([CH3:15])=[CH:13][CH:14]=2)[CH:6]=[CH:5][N:4]=1.Br[C:17]1[CH:18]=[CH:19][C:20]2[C:21]3[CH2:30][N:29]([C:31]([O:33][C:34]([CH3:37])([CH3:36])[CH3:35])=[O:32])[CH2:28][CH2:27][C:22]=3[N:23]([CH3:26])[C:24]=2[CH:25]=1. No catalyst specified. The product is [CH3:26][N:23]1[C:24]2[CH:25]=[C:17]([N:4]3[CH:5]=[CH:6][C:7]([C:9]4[N:10]=[N:11][C:12]([CH3:15])=[CH:13][CH:14]=4)=[CH:8][C:3]3=[O:2])[CH:18]=[CH:19][C:20]=2[C:21]2[CH2:30][N:29]([C:31]([O:33][C:34]([CH3:37])([CH3:36])[CH3:35])=[O:32])[CH2:28][CH2:27][C:22]1=2. The yield is 0.590. (4) The reactants are [N:1]1[CH:6]=[CH:5][CH:4]=[CH:3][C:2]=1[CH2:7][NH2:8].C(=O)([O-])O.[Na+].[CH3:14][C:15]1[O:19][N:18]=[C:17]([C:20]2[CH:25]=[CH:24][CH:23]=[CH:22][CH:21]=2)[C:16]=1[C:26](Cl)=[O:27]. The catalyst is O.C(OCC)(=O)C. The product is [N:1]1[CH:6]=[CH:5][CH:4]=[CH:3][C:2]=1[CH2:7][NH:8][C:26]([C:16]1[C:17]([C:20]2[CH:25]=[CH:24][CH:23]=[CH:22][CH:21]=2)=[N:18][O:19][C:15]=1[CH3:14])=[O:27]. The yield is 0.930. (5) The product is [Cl:13][C:14]1[CH:15]=[C:16]([N:21]2[C:25]([CH3:26])=[C:24]([C:27]([NH:8][C:6]3[CH:5]=[CH:4][N:3]=[C:2]([CH3:1])[N:7]=3)=[O:28])[N:23]=[N:22]2)[CH:17]=[CH:18][C:19]=1[F:20]. The catalyst is O1CCOCC1. The yield is 0.168. The reactants are [CH3:1][C:2]1[N:7]=[C:6]([NH2:8])[CH:5]=[CH:4][N:3]=1.C[Al](C)C.[Cl:13][C:14]1[CH:15]=[C:16]([N:21]2[C:25]([CH3:26])=[C:24]([C:27](OCC)=[O:28])[N:23]=[N:22]2)[CH:17]=[CH:18][C:19]=1[F:20]. (6) The catalyst is CN(C)C=O. The reactants are C1([O:7][C:8](=O)[N:9]([C:19]2[CH:24]=[C:23]([O:25][C:26]3[CH:31]=[CH:30][C:29]([NH:32][C:33]([C:35]4([C:38](=[O:46])[NH:39][C:40]5[CH:45]=[CH:44][CH:43]=[CH:42][CH:41]=5)[CH2:37][CH2:36]4)=[O:34])=[C:28]([F:47])[CH:27]=3)[CH:22]=[CH:21][N:20]=2)C(OC2C=CC=CC=2)=O)C=CC=CC=1.[CH3:49][N:50]1[CH2:55][CH2:54][N:53]([CH:56]2[CH2:61][CH2:60][NH:59][CH2:58][CH2:57]2)[CH2:52][CH2:51]1. The yield is 0.300. The product is [F:47][C:28]1[CH:27]=[C:26]([O:25][C:23]2[CH:22]=[CH:21][N:20]=[C:19]([NH:9][C:8]([N:59]3[CH2:58][CH2:57][CH:56]([N:53]4[CH2:52][CH2:51][N:50]([CH3:49])[CH2:55][CH2:54]4)[CH2:61][CH2:60]3)=[O:7])[CH:24]=2)[CH:31]=[CH:30][C:29]=1[NH:32][C:33]([C:35]1([C:38]([NH:39][C:40]2[CH:41]=[CH:42][CH:43]=[CH:44][CH:45]=2)=[O:46])[CH2:37][CH2:36]1)=[O:34].